Regression. Given two drug SMILES strings and cell line genomic features, predict the synergy score measuring deviation from expected non-interaction effect. From a dataset of NCI-60 drug combinations with 297,098 pairs across 59 cell lines. (1) Drug 1: C1CCN(CC1)CCOC2=CC=C(C=C2)C(=O)C3=C(SC4=C3C=CC(=C4)O)C5=CC=C(C=C5)O. Drug 2: C1=NC(=NC(=O)N1C2C(C(C(O2)CO)O)O)N. Cell line: UO-31. Synergy scores: CSS=3.58, Synergy_ZIP=-2.37, Synergy_Bliss=-1.13, Synergy_Loewe=-1.85, Synergy_HSA=-1.83. (2) Drug 1: CC12CCC3C(C1CCC2NC(=O)OCC(F)(F)F)CCC4C3(C=CC(=O)N4C)C. Drug 2: CCN(CC)CCNC(=O)C1=C(NC(=C1C)C=C2C3=C(C=CC(=C3)F)NC2=O)C. Cell line: T-47D. Synergy scores: CSS=30.8, Synergy_ZIP=18.1, Synergy_Bliss=24.0, Synergy_Loewe=19.9, Synergy_HSA=21.9. (3) Drug 1: C1CCN(CC1)CCOC2=CC=C(C=C2)C(=O)C3=C(SC4=C3C=CC(=C4)O)C5=CC=C(C=C5)O. Drug 2: C1CCC(CC1)NC(=O)N(CCCl)N=O. Cell line: A498. Synergy scores: CSS=21.5, Synergy_ZIP=-5.52, Synergy_Bliss=-1.79, Synergy_Loewe=-2.54, Synergy_HSA=-2.21. (4) Drug 1: CS(=O)(=O)C1=CC(=C(C=C1)C(=O)NC2=CC(=C(C=C2)Cl)C3=CC=CC=N3)Cl. Drug 2: CC(C)NC(=O)C1=CC=C(C=C1)CNNC.Cl. Cell line: SK-MEL-5. Synergy scores: CSS=2.01, Synergy_ZIP=1.83, Synergy_Bliss=4.22, Synergy_Loewe=-1.34, Synergy_HSA=-0.769. (5) Drug 1: CN(C)N=NC1=C(NC=N1)C(=O)N. Drug 2: C(=O)(N)NO. Cell line: UACC62. Synergy scores: CSS=3.23, Synergy_ZIP=-2.27, Synergy_Bliss=-4.93, Synergy_Loewe=-4.32, Synergy_HSA=-4.19. (6) Drug 1: C1=CC(=C2C(=C1NCCNCCO)C(=O)C3=C(C=CC(=C3C2=O)O)O)NCCNCCO. Drug 2: C1C(C(OC1N2C=NC3=C(N=C(N=C32)Cl)N)CO)O. Cell line: M14. Synergy scores: CSS=23.8, Synergy_ZIP=-0.713, Synergy_Bliss=0.355, Synergy_Loewe=-10.7, Synergy_HSA=0.447. (7) Drug 1: C1=CC(=CC=C1CC(C(=O)O)N)N(CCCl)CCCl.Cl. Drug 2: CN(CC1=CN=C2C(=N1)C(=NC(=N2)N)N)C3=CC=C(C=C3)C(=O)NC(CCC(=O)O)C(=O)O. Cell line: 786-0. Synergy scores: CSS=22.4, Synergy_ZIP=-3.34, Synergy_Bliss=-2.52, Synergy_Loewe=-3.46, Synergy_HSA=-1.67.